From a dataset of NCI-60 drug combinations with 297,098 pairs across 59 cell lines. Regression. Given two drug SMILES strings and cell line genomic features, predict the synergy score measuring deviation from expected non-interaction effect. Cell line: MALME-3M. Synergy scores: CSS=24.1, Synergy_ZIP=-7.25, Synergy_Bliss=-1.38, Synergy_Loewe=-35.0, Synergy_HSA=2.19. Drug 2: CC1=C(C(=O)C2=C(C1=O)N3CC4C(C3(C2COC(=O)N)OC)N4)N. Drug 1: C1=CC(=CC=C1CCCC(=O)O)N(CCCl)CCCl.